From a dataset of Forward reaction prediction with 1.9M reactions from USPTO patents (1976-2016). Predict the product of the given reaction. (1) Given the reactants C([O:4][C:5](=[O:64])[C@@H:6]([NH:56][C:57]([O:59][C:60]([CH3:63])([CH3:62])[CH3:61])=[O:58])[CH2:7][C:8]1[CH:55]=[CH:54][C:11]([O:12][C:13]([NH:15][C@H:16]([C:26]([NH:28][C@H:29]([C:51]([NH2:53])=[O:52])[CH2:30][S:31][C:32]([C:45]2[CH:50]=[CH:49][CH:48]=[CH:47][CH:46]=2)([C:39]2[CH:44]=[CH:43][CH:42]=[CH:41][CH:40]=2)[C:33]2[CH:38]=[CH:37][CH:36]=[CH:35][CH:34]=2)=[O:27])[CH2:17][NH:18][C:19]([O:21][C:22]([CH3:25])([CH3:24])[CH3:23])=[O:20])=[O:14])=[CH:10][CH:9]=1)C=C.C(N(CC)CC)C.C(O)=O, predict the reaction product. The product is: [C:22]([O:21][C:19]([NH:18][CH2:17][C@@H:16]([C:26]([NH:28][C@H:29]([C:51]([NH2:53])=[O:52])[CH2:30][S:31][C:32]([C:33]1[CH:34]=[CH:35][CH:36]=[CH:37][CH:38]=1)([C:45]1[CH:50]=[CH:49][CH:48]=[CH:47][CH:46]=1)[C:39]1[CH:40]=[CH:41][CH:42]=[CH:43][CH:44]=1)=[O:27])[NH:15][C:13]([O:12][C:11]1[CH:54]=[CH:55][C:8]([CH2:7][C@H:6]([NH:56][C:57]([O:59][C:60]([CH3:61])([CH3:63])[CH3:62])=[O:58])[C:5]([OH:64])=[O:4])=[CH:9][CH:10]=1)=[O:14])=[O:20])([CH3:23])([CH3:24])[CH3:25]. (2) Given the reactants I[C:2]1[C:7]2[N:8]([C:11]3[CH:16]=[CH:15][CH:14]=[CH:13][CH:12]=3)[CH:9]=[N:10][C:6]=2[CH:5]=[C:4]([C:17]([F:20])([F:19])[F:18])[CH:3]=1.[CH2:21]([OH:25])[CH2:22][C:23]#[CH:24].[Cl-].[NH4+], predict the reaction product. The product is: [OH:25][CH2:21][CH2:22][C:23]#[C:24][C:2]1[C:7]2[N:8]([C:11]3[CH:16]=[CH:15][CH:14]=[CH:13][CH:12]=3)[CH:9]=[N:10][C:6]=2[CH:5]=[C:4]([C:17]([F:20])([F:19])[F:18])[CH:3]=1. (3) Given the reactants [C:1]([C:5]1[CH:53]=[CH:52][C:8]2[NH:9][C:10]([CH2:12][CH2:13][CH2:14][CH2:15][N:16]([CH2:20][C@@H:21]3[C@H:25]4[O:26]C(C)(C)[O:28][C@H:24]4[C@H:23]([N:31]4[C:35]5[N:36]=[CH:37][N:38]=[C:39]([NH:40]CC6C=CC(OC)=CC=6OC)[C:34]=5[CH:33]=[CH:32]4)[O:22]3)[CH:17]([CH3:19])[CH3:18])=[N:11][C:7]=2[CH:6]=1)([CH3:4])([CH3:3])[CH3:2], predict the reaction product. The product is: [NH2:40][C:39]1[C:34]2[CH:33]=[CH:32][N:31]([C@H:23]3[C@H:24]([OH:28])[C@H:25]([OH:26])[C@@H:21]([CH2:20][N:16]([CH2:15][CH2:14][CH2:13][CH2:12][C:10]4[NH:9][C:8]5[CH:52]=[CH:53][C:5]([C:1]([CH3:3])([CH3:2])[CH3:4])=[CH:6][C:7]=5[N:11]=4)[CH:17]([CH3:19])[CH3:18])[O:22]3)[C:35]=2[N:36]=[CH:37][N:38]=1. (4) The product is: [F:13][C:14]1[CH:19]=[CH:18][C:17]([S:20]([N:1]2[CH2:5][CH2:4][CH2:3][CH2:2]2)(=[O:22])=[O:21])=[CH:16][CH:15]=1. Given the reactants [NH:1]1[CH2:5][CH2:4][CH2:3][CH2:2]1.CCN(CC)CC.[F:13][C:14]1[CH:19]=[CH:18][C:17]([S:20](Cl)(=[O:22])=[O:21])=[CH:16][CH:15]=1, predict the reaction product. (5) Given the reactants [O:1]=[C:2]1[CH2:8][CH2:7][CH2:6][N:5]2[CH:9]=[C:10]([C:12]([O:14][CH2:15][CH3:16])=[O:13])[CH:11]=[C:4]2[CH2:3]1.N1CCCC1.[CH2:22](Br)[C:23]1[CH:28]=[CH:27][CH:26]=[CH:25][CH:24]=1, predict the reaction product. The product is: [CH2:22]([CH:3]1[C:2](=[O:1])[CH2:8][CH2:7][CH2:6][N:5]2[CH:9]=[C:10]([C:12]([O:14][CH2:15][CH3:16])=[O:13])[CH:11]=[C:4]12)[C:23]1[CH:28]=[CH:27][CH:26]=[CH:25][CH:24]=1. (6) Given the reactants [OH:1][C:2]1[CH:3]=[C:4]([C:8]2[C:17]3[C:12](=[C:13]([C:18]([F:21])([F:20])[F:19])[CH:14]=[CH:15][CH:16]=3)[N:11]=[CH:10][C:9]=2[C:22]([C:24]2[CH:29]=[CH:28][CH:27]=[CH:26][CH:25]=2)=[O:23])[CH:5]=[CH:6][CH:7]=1.Br[CH2:31][CH2:32][CH2:33][CH:34]([CH3:36])[CH3:35], predict the reaction product. The product is: [CH3:35][CH:34]([CH3:36])[CH2:33][CH2:32][CH2:31][O:1][C:2]1[CH:3]=[C:4]([C:8]2[C:17]3[C:12](=[C:13]([C:18]([F:21])([F:19])[F:20])[CH:14]=[CH:15][CH:16]=3)[N:11]=[CH:10][C:9]=2[C:22]([C:24]2[CH:25]=[CH:26][CH:27]=[CH:28][CH:29]=2)=[O:23])[CH:5]=[CH:6][CH:7]=1.